Dataset: Catalyst prediction with 721,799 reactions and 888 catalyst types from USPTO. Task: Predict which catalyst facilitates the given reaction. (1) Reactant: [Si:1]([O:8][C:9]1[CH:14]=[CH:13][C:12]([CH2:15][CH2:16]O)=[CH:11][CH:10]=1)([C:4]([CH3:7])([CH3:6])[CH3:5])([CH3:3])[CH3:2].C1(P(C2C=CC=CC=2)C2C=CC=CC=2)C=CC=CC=1.N1C=CN=C1.[Br:42]Br. Product: [Br:42][CH2:16][CH2:15][C:12]1[CH:13]=[CH:14][C:9]([O:8][Si:1]([C:4]([CH3:7])([CH3:6])[CH3:5])([CH3:3])[CH3:2])=[CH:10][CH:11]=1. The catalyst class is: 753. (2) Reactant: [Br:1]N1C(=O)CCC1=O.[F:9][C:10]1[CH:15]=[CH:14][C:13]([C:16]2[CH:23]=[CH:22][C:19]([C:20]#[N:21])=[C:18]([OH:24])[N:17]=2)=[CH:12][CH:11]=1.C1COCC1. Product: [Br:1][C:23]1[C:16]([C:13]2[CH:14]=[CH:15][C:10]([F:9])=[CH:11][CH:12]=2)=[N:17][C:18]([OH:24])=[C:19]([CH:22]=1)[C:20]#[N:21]. The catalyst class is: 5. (3) The catalyst class is: 5. Product: [CH2:26]([C:18]1[C:19]([O:24][CH3:25])=[CH:20][C:21]2[O:22][CH2:23][C:7]3[C:6]([C:4]([OH:5])=[O:3])=[N:10][N:9]([C:11]4[S:12][CH:13]=[CH:14][CH:15]=4)[C:8]=3[C:16]=2[CH:17]=1)[CH:27]([CH3:29])[CH3:28]. Reactant: C([O:3][C:4]([C:6]1[C:7]2[CH2:23][O:22][C:21]3[CH:20]=[C:19]([O:24][CH3:25])[C:18]([CH2:26][CH:27]([CH3:29])[CH3:28])=[CH:17][C:16]=3[C:8]=2[N:9]([C:11]2[S:12][CH:13]=[CH:14][CH:15]=2)[N:10]=1)=[O:5])C.C1COCC1.O.O[Li].O. (4) Reactant: [CH2:1]([CH:3]1[C:9]2[CH:10]=[C:11]([O:14][CH3:15])[CH:12]=[CH:13][C:8]=2[CH2:7][CH2:6][N:5]([CH2:16][CH3:17])[C:4]1=[O:18])[CH3:2].FC(F)(F)C(OC(=O)C(F)(F)F)=O.[N+:32]([O-])([O-:34])=[O:33].[K+].[OH-].[Na+]. Product: [CH2:1]([CH:3]1[C:9]2[CH:10]=[C:11]([O:14][CH3:15])[C:12]([N+:32]([O-:34])=[O:33])=[CH:13][C:8]=2[CH2:7][CH2:6][N:5]([CH2:16][CH3:17])[C:4]1=[O:18])[CH3:2]. The catalyst class is: 144. (5) Reactant: [CH3:1][C:2]1[N:3]=[C:4]([N:12]2[CH:17]=[CH:16][C:15]([C:18]3[CH:23]=[CH:22][CH:21]=[CH:20][CH:19]=3)=[CH:14][C:13]2=[O:24])[S:5][C:6]=1[C:7]([O:9]CC)=[O:8].[OH-].[Li+].C(O)(=O)C. Product: [CH3:1][C:2]1[N:3]=[C:4]([N:12]2[CH:17]=[CH:16][C:15]([C:18]3[CH:23]=[CH:22][CH:21]=[CH:20][CH:19]=3)=[CH:14][C:13]2=[O:24])[S:5][C:6]=1[C:7]([OH:9])=[O:8]. The catalyst class is: 30.